Dataset: Full USPTO retrosynthesis dataset with 1.9M reactions from patents (1976-2016). Task: Predict the reactants needed to synthesize the given product. Given the product [Si:1]([O:8][C:9]1[CH:27]=[CH:26][C:12]2[N:13]([CH:35]([CH2:40][CH3:41])[C:36]([O:38][CH3:39])=[O:37])[C:14](=[N:16][C:17](=[O:25])[C:18]3[CH:19]=[CH:20][C:21]([CH3:24])=[CH:22][CH:23]=3)[S:15][C:11]=2[CH:10]=1)([C:4]([CH3:7])([CH3:5])[CH3:6])([CH3:3])[CH3:2], predict the reactants needed to synthesize it. The reactants are: [Si:1]([O:8][C:9]1[CH:27]=[CH:26][C:12]2[NH:13][C:14](=[N:16][C:17](=[O:25])[C:18]3[CH:23]=[CH:22][C:21]([CH3:24])=[CH:20][CH:19]=3)[S:15][C:11]=2[CH:10]=1)([C:4]([CH3:7])([CH3:6])[CH3:5])([CH3:3])[CH3:2].C(=O)([O-])[O-].[K+].[K+].Br[CH:35]([CH2:40][CH3:41])[C:36]([O:38][CH3:39])=[O:37].